This data is from NCI-60 drug combinations with 297,098 pairs across 59 cell lines. The task is: Regression. Given two drug SMILES strings and cell line genomic features, predict the synergy score measuring deviation from expected non-interaction effect. (1) Drug 1: CCC(=C(C1=CC=CC=C1)C2=CC=C(C=C2)OCCN(C)C)C3=CC=CC=C3.C(C(=O)O)C(CC(=O)O)(C(=O)O)O. Drug 2: CC1=C(N=C(N=C1N)C(CC(=O)N)NCC(C(=O)N)N)C(=O)NC(C(C2=CN=CN2)OC3C(C(C(C(O3)CO)O)O)OC4C(C(C(C(O4)CO)O)OC(=O)N)O)C(=O)NC(C)C(C(C)C(=O)NC(C(C)O)C(=O)NCCC5=NC(=CS5)C6=NC(=CS6)C(=O)NCCC[S+](C)C)O. Cell line: BT-549. Synergy scores: CSS=20.9, Synergy_ZIP=-9.62, Synergy_Bliss=-2.71, Synergy_Loewe=-6.12, Synergy_HSA=0.629. (2) Drug 1: C1=CC(=CC=C1CCCC(=O)O)N(CCCl)CCCl. Drug 2: CC1=CC=C(C=C1)C2=CC(=NN2C3=CC=C(C=C3)S(=O)(=O)N)C(F)(F)F. Cell line: U251. Synergy scores: CSS=21.8, Synergy_ZIP=-13.9, Synergy_Bliss=-11.8, Synergy_Loewe=-11.4, Synergy_HSA=-9.87. (3) Drug 1: C#CCC(CC1=CN=C2C(=N1)C(=NC(=N2)N)N)C3=CC=C(C=C3)C(=O)NC(CCC(=O)O)C(=O)O. Drug 2: B(C(CC(C)C)NC(=O)C(CC1=CC=CC=C1)NC(=O)C2=NC=CN=C2)(O)O. Cell line: EKVX. Synergy scores: CSS=30.8, Synergy_ZIP=2.84, Synergy_Bliss=2.74, Synergy_Loewe=-4.24, Synergy_HSA=-3.10. (4) Drug 1: CC1=C(C=C(C=C1)C(=O)NC2=CC(=CC(=C2)C(F)(F)F)N3C=C(N=C3)C)NC4=NC=CC(=N4)C5=CN=CC=C5. Drug 2: C1C(C(OC1N2C=NC(=NC2=O)N)CO)O. Cell line: UO-31. Synergy scores: CSS=-0.861, Synergy_ZIP=1.10, Synergy_Bliss=1.07, Synergy_Loewe=-10.6, Synergy_HSA=-7.66. (5) Drug 1: C1=C(C(=O)NC(=O)N1)N(CCCl)CCCl. Drug 2: C1CN1P(=S)(N2CC2)N3CC3. Cell line: SF-295. Synergy scores: CSS=42.3, Synergy_ZIP=-6.17, Synergy_Bliss=-2.85, Synergy_Loewe=-3.20, Synergy_HSA=-0.627. (6) Drug 1: CCCS(=O)(=O)NC1=C(C(=C(C=C1)F)C(=O)C2=CNC3=C2C=C(C=N3)C4=CC=C(C=C4)Cl)F. Synergy scores: CSS=36.7, Synergy_ZIP=3.71, Synergy_Bliss=3.04, Synergy_Loewe=-21.4, Synergy_HSA=0.828. Drug 2: C1=CC(=CC=C1CCC2=CNC3=C2C(=O)NC(=N3)N)C(=O)NC(CCC(=O)O)C(=O)O. Cell line: SNB-19. (7) Drug 1: CN(C)C1=NC(=NC(=N1)N(C)C)N(C)C. Drug 2: C(CC(=O)O)C(=O)CN.Cl. Cell line: PC-3. Synergy scores: CSS=7.16, Synergy_ZIP=-3.73, Synergy_Bliss=-6.96, Synergy_Loewe=-12.6, Synergy_HSA=-7.81. (8) Drug 1: C1=CC(=CC=C1CCC2=CNC3=C2C(=O)NC(=N3)N)C(=O)NC(CCC(=O)O)C(=O)O. Drug 2: CC1CCCC2(C(O2)CC(NC(=O)CC(C(C(=O)C(C1O)C)(C)C)O)C(=CC3=CSC(=N3)C)C)C. Cell line: HL-60(TB). Synergy scores: CSS=32.1, Synergy_ZIP=-2.18, Synergy_Bliss=-8.25, Synergy_Loewe=-9.89, Synergy_HSA=-9.72. (9) Drug 1: CC1CCC2CC(C(=CC=CC=CC(CC(C(=O)C(C(C(=CC(C(=O)CC(OC(=O)C3CCCCN3C(=O)C(=O)C1(O2)O)C(C)CC4CCC(C(C4)OC)OCCO)C)C)O)OC)C)C)C)OC. Drug 2: C1C(C(OC1N2C=NC(=NC2=O)N)CO)O. Cell line: HT29. Synergy scores: CSS=19.9, Synergy_ZIP=-8.23, Synergy_Bliss=-3.10, Synergy_Loewe=-6.52, Synergy_HSA=-1.85.